Dataset: Forward reaction prediction with 1.9M reactions from USPTO patents (1976-2016). Task: Predict the product of the given reaction. (1) Given the reactants [Cl:1][C:2]1[CH:3]=[C:4]([C:15](=[O:17])[CH3:16])[CH:5]=[CH:6][C:7]=1[S:8][CH:9]1[CH2:14][CH2:13][O:12][CH2:11][CH2:10]1.[OH:18]OS([O-])=O.[K+].[OH2:24], predict the reaction product. The product is: [Cl:1][C:2]1[CH:3]=[C:4]([C:15](=[O:17])[CH3:16])[CH:5]=[CH:6][C:7]=1[S:8]([CH:9]1[CH2:10][CH2:11][O:12][CH2:13][CH2:14]1)(=[O:18])=[O:24]. (2) Given the reactants [Cl:1][C:2]1[CH:7]=[CH:6][C:5]([B:8]([OH:10])[OH:9])=[C:4]([OH:11])[CH:3]=1.O[C:13]([C:16](O)([CH3:18])[CH3:17])([CH3:15])[CH3:14], predict the reaction product. The product is: [Cl:1][C:2]1[CH:7]=[CH:6][C:5]([B:8]2[O:9][C:16]([CH3:18])([CH3:17])[C:13]([CH3:15])([CH3:14])[O:10]2)=[C:4]([OH:11])[CH:3]=1. (3) Given the reactants [NH2:1][C:2]1[CH:7]=[CH:6][C:5]([CH2:8][CH2:9][C:10]2[N:11]=[C:12]([NH:15][C:16](=[O:25])[O:17][CH2:18][C:19]3[CH:24]=[CH:23][CH:22]=[CH:21][CH:20]=3)[S:13][CH:14]=2)=[CH:4][CH:3]=1.[N:26]#[C:27][NH2:28].Cl, predict the reaction product. The product is: [NH2:28][C:27]([NH:1][C:2]1[CH:7]=[CH:6][C:5]([CH2:8][CH2:9][C:10]2[N:11]=[C:12]([NH:15][C:16]([O:17][CH2:18][C:19]3[CH:20]=[CH:21][CH:22]=[CH:23][CH:24]=3)=[O:25])[S:13][CH:14]=2)=[CH:4][CH:3]=1)=[NH:26]. (4) Given the reactants [Na+].[CH2:2]([P:4]([OH:10])([CH2:6][C:7]([O-:9])=[O:8])=[O:5])[CH3:3].[O-]CCCC.[O-]CCCC.[O-]CCCC.[O-]CCCC.[Ti+4:31], predict the reaction product. The product is: [Ti+4:31].[CH2:2]([P:4]([OH:10])([CH2:6][C:7]([O-:9])=[O:8])=[O:5])[CH3:3].[CH2:2]([P:4]([CH2:6][C:7]([O-:9])=[O:8])([OH:10])=[O:5])[CH3:3].[CH2:2]([P:4]([CH2:6][C:7]([O-:9])=[O:8])([OH:10])=[O:5])[CH3:3].[CH2:2]([P:4]([CH2:6][C:7]([O-:9])=[O:8])([OH:10])=[O:5])[CH3:3]. (5) Given the reactants [CH2:1]([C:8]1[O:9][C:10]([CH3:28])=[C:11]([CH3:27])[C:12]=1[C:13]([C:15]1[CH:20]=[C:19]([CH2:21][CH3:22])[C:18]([O:23]C)=[C:17]([CH2:25][CH3:26])[CH:16]=1)=[O:14])[C:2]1[CH:7]=[CH:6][CH:5]=[CH:4][CH:3]=1.B(Br)(Br)Br.C(Cl)Cl, predict the reaction product. The product is: [CH2:1]([C:8]1[O:9][C:10]([CH3:28])=[C:11]([CH3:27])[C:12]=1[C:13]([C:15]1[CH:16]=[C:17]([CH2:25][CH3:26])[C:18]([OH:23])=[C:19]([CH2:21][CH3:22])[CH:20]=1)=[O:14])[C:2]1[CH:3]=[CH:4][CH:5]=[CH:6][CH:7]=1. (6) Given the reactants [Br:1][C:2]1[CH:7]=[CH:6][C:5]([C:8]([F:14])([F:13])[CH2:9]CC#N)=[CH:4][CH:3]=1.[OH-:15].[K+].[CH2:17]([OH:20])[CH2:18]O, predict the reaction product. The product is: [Br:1][C:2]1[CH:7]=[CH:6][C:5]([C:8]([F:14])([F:13])[CH2:9][CH2:18][C:17]([OH:20])=[O:15])=[CH:4][CH:3]=1. (7) Given the reactants [CH2:1]([CH:3]1[CH2:7][CH:6]([OH:8])[CH2:5][CH:4]1[C:9]([O:11][CH2:12][CH3:13])=[O:10])[CH3:2].[OH-].[K+].[Cl:16][C:17]([Cl:21])([Cl:20])[C:18]#[N:19], predict the reaction product. The product is: [CH2:1]([CH:3]1[CH2:7][CH:6]([O:8][C:18](=[NH:19])[C:17]([Cl:21])([Cl:20])[Cl:16])[CH2:5][CH:4]1[C:9]([O:11][CH2:12][CH3:13])=[O:10])[CH3:2]. (8) Given the reactants [C:1]1([C:7]2[C:11]([C:12]([F:15])([F:14])[F:13])=[C:10]([C:16]3[S:17][C:18]4[C:28]5[C:23](=[CH:24][C:25]([CH:29]6[CH2:33][CH2:32][C:31](=O)[CH2:30]6)=[CH:26][CH:27]=5)[CH2:22][CH2:21][C:19]=4[N:20]=3)[O:9][N:8]=2)[CH:6]=[CH:5][CH:4]=[CH:3][CH:2]=1.CO.[NH3:37].[CH2:38](B1OC(C)(C)C(C)(C)O1)[CH:39]=[CH2:40], predict the reaction product. The product is: [CH2:38]([C:31]1([NH2:37])[CH2:32][CH2:33][CH:29]([C:25]2[CH:24]=[C:23]3[C:28](=[CH:27][CH:26]=2)[C:18]2[S:17][C:16]([C:10]4[O:9][N:8]=[C:7]([C:1]5[CH:2]=[CH:3][CH:4]=[CH:5][CH:6]=5)[C:11]=4[C:12]([F:14])([F:15])[F:13])=[N:20][C:19]=2[CH2:21][CH2:22]3)[CH2:30]1)[CH:39]=[CH2:40]. (9) Given the reactants [Li+].C[Si]([N-][Si](C)(C)C)(C)C.[CH3:11][O:12][CH:13]([O:39][CH3:40])[C:14]1[N:23]=[C:22]2[C:17]([CH2:18][CH2:19][CH2:20][N:21]2[C:24](OC2C=CC=CC=2)=[O:25])=[CH:16][C:15]=1[CH:33]1[CH2:38][CH2:37][O:36][CH2:35][CH2:34]1.[NH2:41][C:42]1[CH:49]=[C:48]([NH:50][CH2:51][CH2:52][O:53][CH3:54])[C:45]([C:46]#[N:47])=[CH:44][N:43]=1.[NH4+].[Cl-], predict the reaction product. The product is: [C:46]([C:45]1[C:48]([NH:50][CH2:51][CH2:52][O:53][CH3:54])=[CH:49][C:42]([NH:41][C:24]([N:21]2[C:22]3[C:17](=[CH:16][C:15]([CH:33]4[CH2:34][CH2:35][O:36][CH2:37][CH2:38]4)=[C:14]([CH:13]([O:39][CH3:40])[O:12][CH3:11])[N:23]=3)[CH2:18][CH2:19][CH2:20]2)=[O:25])=[N:43][CH:44]=1)#[N:47].